Dataset: Reaction yield outcomes from USPTO patents with 853,638 reactions. Task: Predict the reaction yield, written as a fraction of the theoretical maximum amount of product (1.0 means a 100% yield; for example, 0.34 means a 34% yield). (1) The reactants are Br[C:2]1[CH:3]=[C:4]2[C:8](=[C:9]([CH3:11])[CH:10]=1)[NH:7][N:6]=[CH:5]2.[H-].[Na+].C([Li])(CC)C.C1CCCCC1.Cl.[C:26](=O)(O)[O-:27].[Na+]. The catalyst is CN(C)C=O.O1CCCC1. The product is [CH3:11][C:9]1[CH:10]=[C:2]([CH:26]=[O:27])[CH:3]=[C:4]2[C:8]=1[NH:7][N:6]=[CH:5]2. The yield is 0.650. (2) The reactants are [NH2:1][CH2:2][CH2:3][S:4][S:5][CH2:6][CH2:7][NH:8][C:9](=[O:29])[CH2:10][CH2:11][CH2:12]/[CH:13]=[CH:14]\[CH2:15]/[CH:16]=[CH:17]\[CH2:18]/[CH:19]=[CH:20]\[CH2:21]/[CH:22]=[CH:23]\[CH2:24]/[CH:25]=[CH:26]\[CH2:27][CH3:28].[C:30]1(=[O:36])[O:35][C:33](=[O:34])[CH2:32][CH2:31]1.CCN(CC)CC.Cl. The catalyst is C(Cl)Cl. The product is [C:9]([NH:8][CH2:7][CH2:6][S:5][S:4][CH2:3][CH2:2][NH:1][C:30](=[O:36])[CH2:31][CH2:32][C:33]([OH:35])=[O:34])(=[O:29])[CH2:10][CH2:11][CH2:12]/[CH:13]=[CH:14]\[CH2:15]/[CH:16]=[CH:17]\[CH2:18]/[CH:19]=[CH:20]\[CH2:21]/[CH:22]=[CH:23]\[CH2:24]/[CH:25]=[CH:26]\[CH2:27][CH3:28]. The yield is 0.440. (3) The reactants are [BH4-].[Na+].[CH2:3]([N:10]1[C@@H:15]2[C@H:16]([C:18]3[N:19]=[N:20][N:21]([CH2:23][C:24](=[O:26])[CH3:25])[N:22]=3)[CH2:17][C@@:11]1([C:43]1[CH:48]=[CH:47][CH:46]=[CH:45][CH:44]=1)[C@H:12]([O:27][CH2:28][C:29]1[CH:34]=[C:33]([C:35]([F:38])([F:37])[F:36])[CH:32]=[C:31]([C:39]([F:42])([F:41])[F:40])[CH:30]=1)[CH2:13][CH2:14]2)[C:4]1[CH:9]=[CH:8][CH:7]=[CH:6][CH:5]=1. The catalyst is CO.C1COCC1. The product is [CH2:3]([N:10]1[C@@H:15]2[C@H:16]([C:18]3[N:19]=[N:20][N:21]([CH2:23][CH:24]([OH:26])[CH3:25])[N:22]=3)[CH2:17][C@@:11]1([C:43]1[CH:48]=[CH:47][CH:46]=[CH:45][CH:44]=1)[C@H:12]([O:27][CH2:28][C:29]1[CH:34]=[C:33]([C:35]([F:36])([F:37])[F:38])[CH:32]=[C:31]([C:39]([F:41])([F:42])[F:40])[CH:30]=1)[CH2:13][CH2:14]2)[C:4]1[CH:9]=[CH:8][CH:7]=[CH:6][CH:5]=1. The yield is 0.950.